This data is from Catalyst prediction with 721,799 reactions and 888 catalyst types from USPTO. The task is: Predict which catalyst facilitates the given reaction. Reactant: [OH-].[Na+].[NH2:3][C:4]1[CH:12]=[CH:11][C:7]([C:8]([OH:10])=[O:9])=[CH:6][CH:5]=1.[C:13](Cl)(=[O:22])[O:14][CH2:15][C:16]1[CH:21]=[CH:20][CH:19]=[CH:18][CH:17]=1. Product: [CH2:15]([O:14][C:13]([NH:3][C:4]1[CH:12]=[CH:11][C:7]([C:8]([OH:10])=[O:9])=[CH:6][CH:5]=1)=[O:22])[C:16]1[CH:21]=[CH:20][CH:19]=[CH:18][CH:17]=1. The catalyst class is: 6.